Regression/Classification. Given a drug SMILES string, predict its absorption, distribution, metabolism, or excretion properties. Task type varies by dataset: regression for continuous measurements (e.g., permeability, clearance, half-life) or binary classification for categorical outcomes (e.g., BBB penetration, CYP inhibition). Dataset: cyp2c9_veith. From a dataset of CYP2C9 inhibition data for predicting drug metabolism from PubChem BioAssay. The molecule is CC(=O)OCC(=O)[C@@]1(O)CC[C@@H]2[C@H]3CCC4=CC(=O)C=C[C@]4(C)[C@]3(F)[C@@H](O)C[C@@]21C. The result is 0 (non-inhibitor).